This data is from Full USPTO retrosynthesis dataset with 1.9M reactions from patents (1976-2016). The task is: Predict the reactants needed to synthesize the given product. (1) Given the product [CH2:19]([N:26]1[CH2:30][CH2:29][C@H:28]([NH:31][CH2:1][C:3]2[CH:18]=[CH:17][C:6]([O:7][C:8]3[CH:16]=[CH:15][C:11]([C:12]([NH2:14])=[O:13])=[CH:10][N:9]=3)=[CH:5][CH:4]=2)[CH2:27]1)[C:20]1[CH:21]=[CH:22][CH:23]=[CH:24][CH:25]=1, predict the reactants needed to synthesize it. The reactants are: [CH:1]([C:3]1[CH:18]=[CH:17][C:6]([O:7][C:8]2[CH:16]=[CH:15][C:11]([C:12]([NH2:14])=[O:13])=[CH:10][N:9]=2)=[CH:5][CH:4]=1)=O.[CH2:19]([N:26]1[CH2:30][CH2:29][C@H:28]([NH2:31])[CH2:27]1)[C:20]1[CH:25]=[CH:24][CH:23]=[CH:22][CH:21]=1.[BH4-].[Na+]. (2) Given the product [Br:23][C:16]1[CH:17]=[C:18]([C:19]([F:22])([F:21])[F:20])[C:13]([CH:24]=[O:25])=[N:14][CH:15]=1, predict the reactants needed to synthesize it. The reactants are: [Li]CCCC.CCCCCC.Br[C:13]1[C:18]([C:19]([F:22])([F:21])[F:20])=[CH:17][C:16]([Br:23])=[CH:15][N:14]=1.[CH:24](N1CCOCC1)=[O:25].